Predict the product of the given reaction. From a dataset of Forward reaction prediction with 1.9M reactions from USPTO patents (1976-2016). (1) Given the reactants [CH:1](=O)[C:2]1C=CC=CC=1.[CH3:9][C:10]1[CH:17]=[CH:16][CH:15]=[CH:14][C:11]=1[CH:12]=[O:13], predict the reaction product. The product is: [CH3:9][C:10]1[CH:17]=[CH:16][CH:15]=[CH:14][C:11]=1[CH:12]([OH:13])[CH2:1][CH3:2]. (2) Given the reactants [Cl:1][C:2]1[CH:12]=[CH:11][C:5]([C:6]([CH2:8][C:9]#[N:10])=O)=[CH:4][CH:3]=1.[H-].[Na+].CI.[N+]([O-])(O)=O.[NH2:21][C:22]([NH2:24])=[NH:23].[CH3:25][S:26]([CH3:28])=O, predict the reaction product. The product is: [NH2:23][C:22]1[N:24]=[C:6]([C:5]2[CH:11]=[CH:12][C:2]([Cl:1])=[CH:3][CH:4]=2)[C:8]([C:9]#[N:10])=[C:25]([S:26][CH3:28])[N:21]=1. (3) Given the reactants [CH3:1][O:2][C:3]1[CH:20]=[CH:19][C:6]([O:7][C:8]2[C:13]([Cl:14])=[CH:12][C:11]([N+:15]([O-:17])=[O:16])=[CH:10][C:9]=2[Cl:18])=[CH:5][CH:4]=1.[F:21][C:22]1[CH:27]=[CH:26][C:25]([S:28](Cl)(=[O:30])=[O:29])=[CH:24][CH:23]=1, predict the reaction product. The product is: [Cl:18][C:9]1[CH:10]=[C:11]([N+:15]([O-:17])=[O:16])[CH:12]=[C:13]([Cl:14])[C:8]=1[O:7][C:6]1[CH:19]=[CH:20][C:3]([O:2][CH3:1])=[C:4]([S:28]([C:25]2[CH:26]=[CH:27][C:22]([F:21])=[CH:23][CH:24]=2)(=[O:30])=[O:29])[CH:5]=1. (4) Given the reactants N1C=CC=CC=1.[C:7](Cl)(=[O:15])[O:8][C:9]1[CH:14]=[CH:13][CH:12]=[CH:11][CH:10]=1.[C:17]1([N:23]2[CH2:28][CH2:27][CH:26]([NH2:29])[CH2:25][CH2:24]2)[CH:22]=[CH:21][CH:20]=[CH:19][CH:18]=1.C(=O)(O)[O-].[Na+], predict the reaction product. The product is: [C:17]1([N:23]2[CH2:24][CH2:25][CH:26]([NH:29][C:7](=[O:15])[O:8][C:9]3[CH:14]=[CH:13][CH:12]=[CH:11][CH:10]=3)[CH2:27][CH2:28]2)[CH:22]=[CH:21][CH:20]=[CH:19][CH:18]=1. (5) Given the reactants Cl[C:2]1[C:3]2[C:4](=[CH:13][N:14](CC3C=CC(OC)=CC=3)[N:15]=2)[N:5]=[C:6]([C:8]2[CH:12]=[CH:11][S:10][CH:9]=2)[N:7]=1.[S:25]1[CH2:30][CH2:29][N:28]([C:31]2[CH:37]=[CH:36][C:34]([NH2:35])=[CH:33][CH:32]=2)[CH2:27][CH2:26]1.Cl, predict the reaction product. The product is: [S:25]1[CH2:30][CH2:29][N:28]([C:31]2[CH:32]=[CH:33][C:34]([NH:35][C:2]3[C:3]4[NH:15][N:14]=[CH:13][C:4]=4[N:5]=[C:6]([C:8]4[CH:12]=[CH:11][S:10][CH:9]=4)[N:7]=3)=[CH:36][CH:37]=2)[CH2:27][CH2:26]1. (6) Given the reactants [Cl:1][C:2]1[C:7]([CH3:8])=[CH:6][C:5]([S:9]([NH:12][C:13]2[CH:14]=[C:15]([C:19]3[CH:24]=[C:23]([CH3:25])[C:22]([C:26](O)=[O:27])=[C:21]([CH3:29])[CH:20]=3)[CH:16]=[CH:17][CH:18]=2)(=[O:11])=[O:10])=[C:4]([CH3:30])[CH:3]=1.[NH2:31][C@@H:32]([CH3:37])[C:33]([NH:35][CH3:36])=[O:34], predict the reaction product. The product is: [CH3:36][NH:35][C:33]([C@@H:32]([NH:31][C:26]([C:22]1[C:21]([CH3:29])=[CH:20][C:19]([C:15]2[CH:16]=[CH:17][CH:18]=[C:13]([NH:12][S:9]([C:5]3[CH:6]=[C:7]([CH3:8])[C:2]([Cl:1])=[CH:3][C:4]=3[CH3:30])(=[O:11])=[O:10])[CH:14]=2)=[CH:24][C:23]=1[CH3:25])=[O:27])[CH3:37])=[O:34]. (7) Given the reactants [F:1][C:2]([F:15])([F:14])[CH2:3][C:4]1[S:5][CH:6]=[C:7]([C:9]([O:11]CC)=[O:10])[N:8]=1, predict the reaction product. The product is: [F:15][C:2]([F:1])([F:14])[CH2:3][C:4]1[S:5][CH:6]=[C:7]([C:9]([OH:11])=[O:10])[N:8]=1.